This data is from Catalyst prediction with 721,799 reactions and 888 catalyst types from USPTO. The task is: Predict which catalyst facilitates the given reaction. (1) Reactant: C([O:8][C:9]1[CH:18]=[C:17]2[C:12]([C:13]([O:19][C:20]3[CH:25]=[CH:24][C:23]([NH:26][C:27]([NH:29][C:30]4[S:31][CH:32]=[CH:33][N:34]=4)=[O:28])=[C:22]([F:35])[CH:21]=3)=[CH:14][CH:15]=[N:16]2)=[CH:11][C:10]=1[C:36]#[N:37])C1C=CC=CC=1.C1(SC)C=CC=CC=1. Product: [C:36]([C:10]1[CH:11]=[C:12]2[C:17](=[CH:18][C:9]=1[OH:8])[N:16]=[CH:15][CH:14]=[C:13]2[O:19][C:20]1[CH:25]=[CH:24][C:23]([NH:26][C:27]([NH:29][C:30]2[S:31][CH:32]=[CH:33][N:34]=2)=[O:28])=[C:22]([F:35])[CH:21]=1)#[N:37]. The catalyst class is: 67. (2) Reactant: FC(F)(F)C(O)=O.[F:8][C:9]1[CH:46]=[CH:45][CH:44]=[C:43]([F:47])[C:10]=1[CH2:11][O:12][C:13]1[C:14]2[N:15]([C:20]([C:24]([NH:26][CH2:27][CH:28]3[CH2:33][S:32](=[O:35])(=[O:34])[CH2:31][CH2:30][N:29]3C(OC(C)(C)C)=O)=[O:25])=[C:21]([CH3:23])[N:22]=2)[CH:16]=[C:17]([CH3:19])[CH:18]=1.Cl. Product: [F:47][C:43]1[CH:44]=[CH:45][CH:46]=[C:9]([F:8])[C:10]=1[CH2:11][O:12][C:13]1[C:14]2[N:15]([C:20]([C:24]([NH:26][CH2:27][CH:28]3[CH2:33][S:32](=[O:35])(=[O:34])[CH2:31][CH2:30][NH:29]3)=[O:25])=[C:21]([CH3:23])[N:22]=2)[CH:16]=[C:17]([CH3:19])[CH:18]=1. The catalyst class is: 27.